This data is from Reaction yield outcomes from USPTO patents with 853,638 reactions. The task is: Predict the reaction yield, written as a fraction of the theoretical maximum amount of product (1.0 means a 100% yield; for example, 0.34 means a 34% yield). (1) The reactants are Br[C:2]1[C:3]([CH3:16])=[C:4]([CH3:15])[C:5]2[O:9][C:8]([CH2:11][OH:12])([CH3:10])[CH2:7][C:6]=2[C:13]=1[CH3:14].[CH3:17][C:18]1[CH:23]=[CH:22][C:21]([N:24]2[CH2:29][CH2:28][NH:27][CH2:26][CH2:25]2)=[CH:20][CH:19]=1. No catalyst specified. The product is [CH3:10][C:8]1([CH2:11][OH:12])[CH2:7][C:6]2[C:13]([CH3:14])=[C:2]([N:27]3[CH2:28][CH2:29][N:24]([C:21]4[CH:22]=[CH:23][C:18]([CH3:17])=[CH:19][CH:20]=4)[CH2:25][CH2:26]3)[C:3]([CH3:16])=[C:4]([CH3:15])[C:5]=2[O:9]1. The yield is 0.0600. (2) The reactants are [C:1]([O:5][C:6](=[O:27])[NH:7][C@@H:8]1[C:17]2[C:12](=[CH:13][CH:14]=[CH:15][CH:16]=2)[C@H:11]([O:18][CH2:19][C:20]2[CH:25]=[CH:24][N:23]=[C:22]([NH2:26])[CH:21]=2)[CH2:10][CH2:9]1)([CH3:4])([CH3:3])[CH3:2].CCN(C(C)C)C(C)C.[CH3:37][O:38][CH2:39][C:40](Cl)=[O:41]. The catalyst is C(Cl)Cl.C(=O)([O-])O.[Na+]. The product is [C:1]([O:5][C:6](=[O:27])[NH:7][C@@H:8]1[C:17]2[C:12](=[CH:13][CH:14]=[CH:15][CH:16]=2)[C@H:11]([O:18][CH2:19][C:20]2[CH:25]=[CH:24][N:23]=[C:22]([NH:26][C:40](=[O:41])[CH2:39][O:38][CH3:37])[CH:21]=2)[CH2:10][CH2:9]1)([CH3:4])([CH3:2])[CH3:3]. The yield is 0.380. (3) The reactants are S(Cl)(Cl)=O.[C:5]([C:7]1[C:8]([C:22]2[CH:27]=[CH:26][C:25]([Cl:28])=[CH:24][C:23]=2[Cl:29])=[C:9]([C:19]([OH:21])=O)[S:10][C:11]=1[C:12]1[CH:17]=[CH:16][N:15]=[C:14]([F:18])[CH:13]=1)#[N:6].C1(C)C=CC=CC=1.C(Cl)Cl.Cl.[CH3:41][NH:42][O:43][CH3:44]. No catalyst specified. The product is [C:5]([C:7]1[C:8]([C:22]2[CH:27]=[CH:26][C:25]([Cl:28])=[CH:24][C:23]=2[Cl:29])=[C:9]([C:19]([N:42]([O:43][CH3:44])[CH3:41])=[O:21])[S:10][C:11]=1[C:12]1[CH:17]=[CH:16][N:15]=[C:14]([F:18])[CH:13]=1)#[N:6]. The yield is 0.739. (4) The reactants are Br[C:2]1[C:9]2[CH:8]=[C:7]([C:10]([O:12][CH2:13][CH3:14])=[O:11])[NH:6][C:5]=2[S:4][CH:3]=1.[NH4+].[Cl-:16]. The catalyst is CN(C=O)C.Cl[Cu]. The product is [Cl:16][C:2]1[C:9]2[CH:8]=[C:7]([C:10]([O:12][CH2:13][CH3:14])=[O:11])[NH:6][C:5]=2[S:4][CH:3]=1. The yield is 0.860. (5) The reactants are [Br:1][C:2]1[CH:7]=[CH:6][C:5]([C:8]2[NH:12][CH:11]=[N:10][N:9]=2)=[CH:4][CH:3]=1.[O:13]1[CH:18]=[CH:17][CH2:16][CH2:15][CH2:14]1.CS(O)(=O)=O. The catalyst is O1CCCC1. The product is [Br:1][C:2]1[CH:3]=[CH:4][C:5]([C:8]2[N:12]([CH:14]3[CH2:15][CH2:16][CH2:17][CH2:18][O:13]3)[CH:11]=[N:10][N:9]=2)=[CH:6][CH:7]=1. The yield is 0.700. (6) The reactants are [Cl:1][C:2]1[CH:3]=[C:4]([NH:9][NH2:10])[CH:5]=[CH:6][C:7]=1[Cl:8].Cl.[C:12](OC(=O)C)(=[O:14])[CH3:13]. No catalyst specified. The product is [Cl:1][C:2]1[CH:3]=[C:4]([NH:9][NH:10][C:12](=[O:14])[CH3:13])[CH:5]=[CH:6][C:7]=1[Cl:8]. The yield is 0.810.